Dataset: Reaction yield outcomes from USPTO patents with 853,638 reactions. Task: Predict the reaction yield, written as a fraction of the theoretical maximum amount of product (1.0 means a 100% yield; for example, 0.34 means a 34% yield). (1) The reactants are [Br:1][C:2]1[CH:3]=[C:4]([OH:8])[CH:5]=[CH:6][CH:7]=1.[CH2:9](Br)[C:10]1[CH:15]=[CH:14][CH:13]=[CH:12][CH:11]=1.C(=O)([O-])[O-].[K+].[K+]. The catalyst is CC(C)=O. The product is [CH2:9]([O:8][C:4]1[CH:5]=[CH:6][CH:7]=[C:2]([Br:1])[CH:3]=1)[C:10]1[CH:15]=[CH:14][CH:13]=[CH:12][CH:11]=1. The yield is 0.570. (2) The product is [C:13]([C:8]1[CH:7]=[CH:6][C:5]([NH:9][C:10](=[O:12])[CH3:11])=[CH:4][C:3]=1[O:2][CH3:1])(=[O:15])[CH3:14]. The catalyst is C(Cl)Cl. The reactants are [CH3:1][O:2][C:3]1[CH:4]=[C:5]([NH:9][C:10](=[O:12])[CH3:11])[CH:6]=[CH:7][CH:8]=1.[C:13](Cl)(=[O:15])[CH3:14].[Cl-].[Al+3].[Cl-].[Cl-]. The yield is 0.740. (3) The reactants are C1(P(C2C=CC=CC=2)C2C=CC3C(=CC=CC=3)C=2C2C3C(=CC=CC=3)C=CC=2P(C2C=CC=CC=2)C2C=CC=CC=2)C=CC=CC=1.C(=O)([O-])[O-].[Cs+].[Cs+].[CH2:53]([O:55][C:56](=[O:77])[CH:57]=[CH:58][C:59]1[CH:64]=[CH:63][C:62]([C:65]([CH3:68])([CH3:67])[CH3:66])=[CH:61][C:60]=1OS(C(F)(F)F)(=O)=O)[CH3:54].[NH:78]1[CH2:83][CH2:82][O:81][CH2:80][CH2:79]1. The catalyst is C1(C)C=CC=CC=1.C([O-])(=O)C.[Pd+2].C([O-])(=O)C. The product is [CH2:53]([O:55][C:56](=[O:77])[CH:57]=[CH:58][C:59]1[CH:64]=[CH:63][C:62]([C:65]([CH3:68])([CH3:67])[CH3:66])=[CH:61][C:60]=1[N:78]1[CH2:83][CH2:82][O:81][CH2:80][CH2:79]1)[CH3:54]. The yield is 0.512.